This data is from Reaction yield outcomes from USPTO patents with 853,638 reactions. The task is: Predict the reaction yield, written as a fraction of the theoretical maximum amount of product (1.0 means a 100% yield; for example, 0.34 means a 34% yield). (1) The reactants are [C:1]([O:5][C:6](=[O:20])[NH:7][C:8]1[C:17]2[C:12](=[CH:13][CH:14]=[CH:15][CH:16]=2)[C:11]([C:18]#N)=[CH:10][CH:9]=1)([CH3:4])([CH3:3])[CH3:2].C([O:25][C:26](=O)[NH:27][C:28]1C2C(=CC=CC=2)C(C=O)=CC=1)(C)(C)C.C1(C)C(S([N+]#[C-])(=O)=O)=CC=CC=1.C(=O)([O-])[O-].[K+].[K+]. The catalyst is CO. The product is [C:1]([O:5][C:6](=[O:20])[NH:7][C:8]1[C:17]2[C:12](=[CH:13][CH:14]=[CH:15][CH:16]=2)[C:11]([C:18]2[O:25][CH:26]=[N:27][CH:28]=2)=[CH:10][CH:9]=1)([CH3:4])([CH3:3])[CH3:2]. The yield is 0.440. (2) The reactants are [OH:1][CH:2]([C:4]1[NH:12][C:11]2[C:6](=[N:7][CH:8]=[CH:9][C:10]=2[C:13]([O:15]C)=[O:14])[CH:5]=1)[CH3:3]. The catalyst is C(#N)C.O. The product is [OH:1][CH:2]([C:4]1[NH:12][C:11]2[C:6](=[N:7][CH:8]=[CH:9][C:10]=2[C:13]([OH:15])=[O:14])[CH:5]=1)[CH3:3]. The yield is 0.680. (3) The reactants are [Cl:1][C:2]([F:13])([F:12])[C:3]1[N:8]=[CH:7][C:6]([CH:9](O)[CH3:10])=[CH:5][CH:4]=1.S(Cl)([Cl:16])=O. The catalyst is C(Cl)Cl. The product is [Cl:1][C:2]([F:13])([F:12])[C:3]1[CH:4]=[CH:5][C:6]([CH:9]([Cl:16])[CH3:10])=[CH:7][N:8]=1. The yield is 0.980. (4) The reactants are [Cl:1][C:2]1[CH:7]=[CH:6][C:5]([CH2:8][C:9]([OH:11])=O)=[CH:4][C:3]=1[C:12]([F:15])([F:14])[F:13].[F:16][C:17]1[CH:22]=[CH:21][C:20]([N:23]2[C:31]3[CH2:30][CH2:29][CH2:28][NH:27][C:26]=3[CH:25]=[N:24]2)=[CH:19][CH:18]=1. No catalyst specified. The product is [Cl:1][C:2]1[CH:7]=[CH:6][C:5]([CH2:8][C:9]([N:27]2[CH2:28][CH2:29][CH2:30][C:31]3[N:23]([C:20]4[CH:21]=[CH:22][C:17]([F:16])=[CH:18][CH:19]=4)[N:24]=[CH:25][C:26]2=3)=[O:11])=[CH:4][C:3]=1[C:12]([F:15])([F:14])[F:13]. The yield is 0.410. (5) The reactants are [NH2:1][C:2]1[C:11]2[C:6](=[C:7](I)[C:8]([F:12])=[CH:9][CH:10]=2)[N:5]=[N:4][C:3]=1[C:14]([NH:16][CH:17]1[CH2:19][CH2:18]1)=[O:15].[CH3:20][C:21]1[CH:26]=[CH:25][N:24]=[CH:23][C:22]=1B(O)O. No catalyst specified. The product is [NH2:1][C:2]1[C:11]2[C:6](=[C:7]([C:22]3[CH:23]=[N:24][CH:25]=[CH:26][C:21]=3[CH3:20])[C:8]([F:12])=[CH:9][CH:10]=2)[N:5]=[N:4][C:3]=1[C:14]([NH:16][CH:17]1[CH2:19][CH2:18]1)=[O:15]. The yield is 0.620. (6) The reactants are [S:1]1[CH:5]=[CH:4][C:3]([NH:6][CH:7]=[C:8]([C:14]([O:16]CC)=O)[C:9]([O:11][CH2:12][CH3:13])=[O:10])=[CH:2]1. The catalyst is O(C1C=CC=CC=1)C1C=CC=CC=1. The product is [OH:16][C:14]1[C:8]([C:9]([O:11][CH2:12][CH3:13])=[O:10])=[CH:7][N:6]=[C:3]2[CH:4]=[CH:5][S:1][C:2]=12. The yield is 0.500.